This data is from NCI-60 drug combinations with 297,098 pairs across 59 cell lines. The task is: Regression. Given two drug SMILES strings and cell line genomic features, predict the synergy score measuring deviation from expected non-interaction effect. (1) Drug 2: CC1=CC=C(C=C1)C2=CC(=NN2C3=CC=C(C=C3)S(=O)(=O)N)C(F)(F)F. Cell line: NCI-H522. Drug 1: C1=C(C(=O)NC(=O)N1)N(CCCl)CCCl. Synergy scores: CSS=27.0, Synergy_ZIP=-4.93, Synergy_Bliss=-5.31, Synergy_Loewe=-0.934, Synergy_HSA=-0.491. (2) Drug 1: C1=C(C(=O)NC(=O)N1)N(CCCl)CCCl. Drug 2: CC1=C(C(=CC=C1)Cl)NC(=O)C2=CN=C(S2)NC3=CC(=NC(=N3)C)N4CCN(CC4)CCO. Cell line: IGROV1. Synergy scores: CSS=59.0, Synergy_ZIP=4.10, Synergy_Bliss=3.86, Synergy_Loewe=-2.34, Synergy_HSA=10.8.